Task: Predict which catalyst facilitates the given reaction.. Dataset: Catalyst prediction with 721,799 reactions and 888 catalyst types from USPTO (1) Reactant: [Br:1][C:2]1[CH:3]=[C:4]([C:10]([N:12]2[CH2:17][CH2:16][O:15][C:14]3[CH:18]=[CH:19][N:20]=[CH:21][C:13]2=3)=[O:11])[CH:5]=[C:6]([Br:9])[C:7]=1[OH:8].C(=O)([O-])[O-].[K+].[K+].[C:28]([O:31][CH2:32]Br)(=[O:30])[CH3:29]. Product: [CH3:32][O:31][C:28](=[O:30])[CH2:29][O:8][C:7]1[C:6]([Br:9])=[CH:5][C:4]([C:10]([N:12]2[CH2:17][CH2:16][O:15][C:14]3[CH:18]=[CH:19][N:20]=[CH:21][C:13]2=3)=[O:11])=[CH:3][C:2]=1[Br:1]. The catalyst class is: 9. (2) Reactant: [Br:1][C:2]1[CH:3]=[C:4]2[N:10]=[C:9]([C:11]3[CH:31]=[CH:30][C:14]([O:15][CH2:16][CH2:17][CH2:18][N:19]4C(=O)C5C(=CC=CC=5)C4=O)=[CH:13][CH:12]=3)[NH:8][C:5]2=[N:6][CH:7]=1.CN. Product: [Br:1][C:2]1[CH:3]=[C:4]2[N:10]=[C:9]([C:11]3[CH:31]=[CH:30][C:14]([O:15][CH2:16][CH2:17][CH2:18][NH2:19])=[CH:13][CH:12]=3)[NH:8][C:5]2=[N:6][CH:7]=1. The catalyst class is: 8. (3) Reactant: Br[CH2:2][C:3]1[CH:4]=[C:5]([C:9]2[O:10][C:11]3[C:17]([C:18]([O:20][CH3:21])=[O:19])=[CH:16][CH:15]=[CH:14][C:12]=3[N:13]=2)[CH:6]=[CH:7][CH:8]=1.[CH3:22][N:23]([CH3:27])[CH2:24][CH2:25][NH2:26]. Product: [CH3:22][N:23]([CH3:27])[CH2:24][CH2:25][NH:26][CH2:2][C:3]1[CH:4]=[C:5]([C:9]2[O:10][C:11]3[C:17]([C:18]([O:20][CH3:21])=[O:19])=[CH:16][CH:15]=[CH:14][C:12]=3[N:13]=2)[CH:6]=[CH:7][CH:8]=1. The catalyst class is: 8. (4) Reactant: [NH2:1][C:2]1[N:7]=[C:6]([C:8]2[CH:9]=[N:10][CH:11]=[CH:12][CH:13]=2)[C:5]([C:14]2[CH:19]=[CH:18][N:17]=[CH:16][C:15]=2[F:20])=[CH:4][C:3]=1[NH:21][C:22]([C:24]1[N:28]([CH3:29])[CH:27]=[N:26][CH:25]=1)=O. Product: [F:20][C:15]1[CH:16]=[N:17][CH:18]=[CH:19][C:14]=1[C:5]1[CH:4]=[C:3]2[N:21]=[C:22]([C:24]3[N:28]([CH3:29])[CH:27]=[N:26][CH:25]=3)[NH:1][C:2]2=[N:7][C:6]=1[C:8]1[CH:9]=[N:10][CH:11]=[CH:12][CH:13]=1. The catalyst class is: 15. (5) Reactant: [Cl:1][C:2]1[CH:7]=[CH:6][N:5]=[C:4]([C:8]2[CH:12]=[CH:11][S:10][C:9]=2[CH:13]=[O:14])[CH:3]=1.[BH4-].[Na+].O. Product: [Cl:1][C:2]1[CH:7]=[CH:6][N:5]=[C:4]([C:8]2[CH:12]=[CH:11][S:10][C:9]=2[CH2:13][OH:14])[CH:3]=1. The catalyst class is: 14. (6) Reactant: C([O:3][C:4](=O)[CH2:5][C:6]1[N:7]([CH2:11][C:12]2[CH:17]=[CH:16][C:15]([O:18][CH3:19])=[C:14]([CH3:20])[CH:13]=2)[CH:8]=[N:9][CH:10]=1)C.[H-].[Al+3].[Li+].[H-].[H-].[H-]. Product: [CH3:19][O:18][C:15]1[CH:16]=[CH:17][C:12]([CH2:11][N:7]2[C:6]([CH2:5][CH2:4][OH:3])=[CH:10][N:9]=[CH:8]2)=[CH:13][C:14]=1[CH3:20]. The catalyst class is: 7. (7) Reactant: [F:1][C:2]([F:14])([F:13])[C:3]1[CH:4]=[CH:5][C:6]2[O:10][C:9](=[O:11])[NH:8][C:7]=2[CH:12]=1.C([O-])([O-])=O.[K+].[K+].Br[CH2:22][C:23]([O:25][CH2:26][CH3:27])=[O:24]. Product: [O:11]=[C:9]1[N:8]([CH2:22][C:23]([O:25][CH2:26][CH3:27])=[O:24])[C:7]2[CH:12]=[C:3]([C:2]([F:1])([F:13])[F:14])[CH:4]=[CH:5][C:6]=2[O:10]1. The catalyst class is: 21. (8) Reactant: [O:1]1[CH:5]2[O:6][CH2:7][CH2:8][CH:4]2[CH2:3][CH2:2]1.C(Cl)Cl.[H-].[Al+3].[Li+].[H-].[H-].[H-].[OH-:18].[Na+]. Product: [O:1]1[CH:5]2[O:6][CH2:7][CH2:8][CH:4]2[CH:3]([OH:18])[CH2:2]1. The catalyst class is: 20. (9) Reactant: [NH2:1][C@H:2]([C:7]([OH:9])=[O:8])[C:3]([CH3:6])([CH3:5])[CH3:4].[OH-].[Na+].Cl[C:13]([O:15][CH3:16])=[O:14]. Product: [CH3:16][O:15][C:13]([NH:1][C@@H:2]([C:3]([CH3:6])([CH3:5])[CH3:4])[C:7]([OH:9])=[O:8])=[O:14]. The catalyst class is: 12. (10) Reactant: [Br:1][C:2]1[CH:3]=[CH:4][C:5]2[O:10][CH2:9][C:8](=[O:11])[CH2:7][C:6]=2[CH:12]=1.[CH2:13](O)[CH2:14][OH:15].C1(C)C=CC(S(O)(=O)=O)=CC=1. Product: [Br:1][C:2]1[CH:3]=[CH:4][C:5]2[O:10][CH2:9][C:8]3([O:15][CH2:14][CH2:13][O:11]3)[CH2:7][C:6]=2[CH:12]=1. The catalyst class is: 11.